From a dataset of Peptide-MHC class I binding affinity with 185,985 pairs from IEDB/IMGT. Regression. Given a peptide amino acid sequence and an MHC pseudo amino acid sequence, predict their binding affinity value. This is MHC class I binding data. (1) The peptide sequence is ISTQNHRAL. The MHC is Mamu-A01 with pseudo-sequence Mamu-A01. The binding affinity (normalized) is 0.544. (2) The peptide sequence is KYMDNELVY. The MHC is HLA-A30:01 with pseudo-sequence HLA-A30:01. The binding affinity (normalized) is 0.149. (3) The peptide sequence is YSKLTKDRK. The MHC is HLA-A31:01 with pseudo-sequence HLA-A31:01. The binding affinity (normalized) is 0.226.